This data is from Carcinogenicity classification data from Lagunin et al.. The task is: Regression/Classification. Given a drug SMILES string, predict its toxicity properties. Task type varies by dataset: regression for continuous values (e.g., LD50, hERG inhibition percentage) or binary classification for toxic/non-toxic outcomes (e.g., AMES mutagenicity, cardiotoxicity, hepatotoxicity). Dataset: carcinogens_lagunin. (1) The molecule is COc1ccc(CC2c3cc(OC)c(OC)cc3CCN2C)cc1OC. The result is 0 (non-carcinogenic). (2) The drug is CN1CCC(=C2c3ccccc3CCc3sccc32)CC1. The result is 0 (non-carcinogenic). (3) The compound is C(#CCN1CCCC1)CN1CCCC1. The result is 0 (non-carcinogenic). (4) The drug is Clc1cnccn1. The result is 0 (non-carcinogenic).